From a dataset of Full USPTO retrosynthesis dataset with 1.9M reactions from patents (1976-2016). Predict the reactants needed to synthesize the given product. (1) Given the product [CH3:31][N:10]1[CH:11]=[C:12]([C:13](=[O:30])[NH:14][C:15]2[CH:20]=[CH:19][N:18]3[CH:21]=[C:22]([C:24]4[CH:29]=[CH:28][CH:27]=[CH:26][CH:25]=4)[N:23]=[C:17]3[N:16]=2)[C:8]([C:6]([OH:7])=[O:5])=[N:9]1, predict the reactants needed to synthesize it. The reactants are: [OH-].[Na+].C([O:5][C:6]([C:8]1[C:12]([C:13](=[O:30])[NH:14][C:15]2[CH:20]=[CH:19][N:18]3[CH:21]=[C:22]([C:24]4[CH:29]=[CH:28][CH:27]=[CH:26][CH:25]=4)[N:23]=[C:17]3[N:16]=2)=[CH:11][N:10]([CH3:31])[N:9]=1)=[O:7])C.O.Cl. (2) The reactants are: [CH3:1][N:2]([CH3:20])[C:3]1[CH:4]=[C:5]2[C:10](=[CH:11][CH:12]=1)[CH:9]=[C:8]([C:13](=[C:15]([C:18]#[N:19])[C:16]#[N:17])[CH3:14])[CH:7]=[CH:6]2. Given the product [CH3:1][N:2]([CH3:20])/[CH:3]=[CH:14]/[C:13](=[C:15]([C:16]#[N:17])[C:18]#[N:19])[C:8]1[CH:7]=[CH:6][C:5]2[C:10](=[CH:11][CH:12]=[C:3]([N:2]([CH3:1])[CH3:20])[CH:4]=2)[CH:9]=1, predict the reactants needed to synthesize it. (3) Given the product [CH2:8]([N:11]=[C:2]([CH3:1])[CH2:3][CH2:4][CH:5]=[CH2:6])[CH:9]=[CH2:10], predict the reactants needed to synthesize it. The reactants are: [CH3:1][C:2](=O)[CH2:3][CH2:4][CH:5]=[CH2:6].[CH2:8]([NH2:11])[CH:9]=[CH2:10].C1(C)C=CC(S(O)(=O)=O)=CC=1. (4) Given the product [Br:13][C:10]1[CH:11]=[CH:12][C:2]([NH:1][C:29]([N:23]2[CH2:28][CH2:27][O:26][CH2:25][CH2:24]2)=[O:30])=[C:3]([C:4](=[O:5])[N:6]([CH3:7])[CH3:8])[CH:9]=1, predict the reactants needed to synthesize it. The reactants are: [NH2:1][C:2]1[CH:12]=[CH:11][C:10]([Br:13])=[CH:9][C:3]=1[C:4]([N:6]([CH3:8])[CH3:7])=[O:5].C(N(C(C)C)CC)(C)C.[N:23]1([C:29](Cl)=[O:30])[CH2:28][CH2:27][O:26][CH2:25][CH2:24]1.C(Cl)(Cl)Cl.